From a dataset of CYP2D6 inhibition data for predicting drug metabolism from PubChem BioAssay. Regression/Classification. Given a drug SMILES string, predict its absorption, distribution, metabolism, or excretion properties. Task type varies by dataset: regression for continuous measurements (e.g., permeability, clearance, half-life) or binary classification for categorical outcomes (e.g., BBB penetration, CYP inhibition). Dataset: cyp2d6_veith. (1) The drug is CCn1cnc2c(Nc3cccc(Cl)c3)nc(N[C@@H]3CCCC[C@H]3N)nc21. The result is 1 (inhibitor). (2) The compound is COc1ccccc1CN1CC[C@@]2(CCCN(S(=O)(=O)c3ccccc3)C2)C1. The result is 1 (inhibitor). (3) The compound is C[C@@]1(O)CCOC(=O)C1. The result is 0 (non-inhibitor). (4) The molecule is CC(C)CO/N=C1/C[C@@H](O)[C@@H](O)[C@H]2[C@@H]1CC[C@H]1C(=O)N(c3ccc(F)cc3F)C(=O)[C@H]21. The result is 0 (non-inhibitor). (5) The drug is COc1ccc(-c2nc3cnc(N(C)C)nc3n(CCc3ccccc3)c2=O)cc1. The result is 0 (non-inhibitor). (6) The drug is COc1ccc(CCN=CC2=C(O)CC(C)(C)CC2=O)cc1. The result is 0 (non-inhibitor).